From a dataset of Catalyst prediction with 721,799 reactions and 888 catalyst types from USPTO. Predict which catalyst facilitates the given reaction. (1) The catalyst class is: 2. Reactant: [F:1][C:2]([F:12])([F:11])[C:3]1[CH:10]=[CH:9][CH:8]=[CH:7][C:4]=1[CH:5]=O.[CH3:13][C:14]([S@:17]([NH2:19])=[O:18])([CH3:16])[CH3:15].C1(C)C=CC(S([O-])(=O)=O)=CC=1.[NH+]1C=CC=CC=1.S([O-])([O-])(=O)=O.[Mg+2]. Product: [CH3:13][C:14]([S@:17](/[N:19]=[CH:5]/[C:4]1[CH:7]=[CH:8][CH:9]=[CH:10][C:3]=1[C:2]([F:12])([F:11])[F:1])=[O:18])([CH3:16])[CH3:15]. (2) Reactant: [Cl:1][C:2]1[CH:3]=[C:4]2[C:8](=[CH:9][CH:10]=1)[NH:7][C:6]([C:11]([OH:13])=O)=[CH:5]2.Cl.[NH2:15][CH:16]1[CH2:25][C:24]2[C:19](=[CH:20][CH:21]=[CH:22][CH:23]=2)[NH:18][C:17]1=[O:26].CCN=C=NCCCN(C)C.C1C=CC2N(O)N=NC=2C=1. Product: [Cl:1][C:2]1[CH:3]=[C:4]2[C:8](=[CH:9][CH:10]=1)[NH:7][C:6]([C:11]([NH:15][CH:16]1[CH2:25][C:24]3[C:19](=[CH:20][CH:21]=[CH:22][CH:23]=3)[NH:18][C:17]1=[O:26])=[O:13])=[CH:5]2. The catalyst class is: 3. (3) Reactant: [Br:1]CCCCCCCCCCCO.C(N(CC)CC)C.C(Cl)(=O)C=C.Br[CH2:27][CH2:28][CH2:29][CH2:30][CH2:31][CH2:32][CH2:33][CH2:34][CH2:35][CH2:36][CH2:37][O:38][C:39](=[O:42])[CH:40]=[CH2:41].[CH3:43][N:44]1[CH:48]=[CH:47][N:46]=[CH:45]1.C(C1C=C(C)C=C(C(C)(C)C)C=1O)(C)(C)C. Product: [Br-:1].[C:39]([O:38][CH2:37][CH2:36][CH2:35][CH2:34][CH2:33][CH2:32][CH2:31][CH2:30][CH2:29][CH2:28][CH2:27][N+:46]1[CH:47]=[CH:48][N:44]([CH3:43])[CH:45]=1)(=[O:42])[CH:40]=[CH2:41]. The catalyst class is: 7. (4) Reactant: [Br:1][C:2]1[CH:10]=[C:9]([F:11])[C:8]([F:12])=[CH:7][C:3]=1[C:4](Cl)=[O:5].[CH2:13]([NH:15][CH2:16][CH3:17])[CH3:14]. Product: [Br:1][C:2]1[CH:10]=[C:9]([F:11])[C:8]([F:12])=[CH:7][C:3]=1[C:4]([N:15]([CH2:16][CH3:17])[CH2:13][CH3:14])=[O:5]. The catalyst class is: 2. (5) Reactant: [CH3:1][N:2]([CH3:23])[C:3]1([CH2:16][C:17]2[CH:22]=[CH:21][CH:20]=[CH:19][CH:18]=2)[CH2:8][CH2:7][N:6](CC2C=CC=CC=2)[CH2:5][CH2:4]1.C(O)=O.C([O-])=O.[NH4+]. Product: [CH3:23][N:2]([CH3:1])[C:3]1([CH2:16][C:17]2[CH:22]=[CH:21][CH:20]=[CH:19][CH:18]=2)[CH2:4][CH2:5][NH:6][CH2:7][CH2:8]1. The catalyst class is: 43. (6) The catalyst class is: 49. Product: [Cl:1][C:2]1[CH:7]=[C:6]([CH2:8][C:9]2[C:17]([F:18])=[CH:16][C:15]([C:19]#[N:20])=[C:14]3[C:10]=2[C:11]([CH3:30])=[C:12]([CH3:29])[NH:13]3)[CH:5]=[CH:4][N:3]=1. Reactant: [Cl:1][C:2]1[CH:7]=[C:6]([CH2:8][C:9]2[C:17]([F:18])=[CH:16][C:15]([C:19]#[N:20])=[C:14]3[C:10]=2[C:11]([CH3:30])=[C:12]([CH3:29])[N:13]3COCC[Si](C)(C)C)[CH:5]=[CH:4][N:3]=1.[F-].C([N+](CCCC)(CCCC)CCCC)CCC.